This data is from Forward reaction prediction with 1.9M reactions from USPTO patents (1976-2016). The task is: Predict the product of the given reaction. (1) Given the reactants [CH2:1]([C:3](O)([CH2:6][CH3:7])[C:4]#[CH:5])[CH3:2].CCC(=O)CC.C#C.[NH:17]1[C:25]2[C:20](=[CH:21][CH:22]=[CH:23][C:24]=2[NH:26][S:27]([CH3:30])(=[O:29])=[O:28])[CH:19]=[CH:18]1, predict the reaction product. The product is: [CH2:1]([C:3]([C:19]1[C:20]2[C:25](=[C:24]([NH:26][S:27]([CH3:30])(=[O:28])=[O:29])[CH:23]=[CH:22][CH:21]=2)[NH:17][CH:18]=1)([CH2:6][CH3:7])[C:4]#[CH:5])[CH3:2]. (2) Given the reactants [CH:1]1([N:4]2[C:13]3[C:8](=[CH:9][C:10]([F:54])=[C:11]([N:16]4[CH2:21][CH2:20][N:19]([CH2:22][CH2:23][C:24]([C:26]5[CH:31]=[CH:30][C:29]([O:32][CH2:33][CH2:34][CH2:35][CH:36]([P:45]([O:50]CC)([O:47]CC)=[O:46])[P:37]([O:42]CC)([O:39]CC)=[O:38])=[CH:28][CH:27]=5)=[O:25])[CH:18]([CH3:53])[CH2:17]4)[C:12]=3[O:14][CH3:15])[C:7](=[O:55])[C:6]([C:56]([OH:58])=[O:57])=[CH:5]2)[CH2:3][CH2:2]1.C[Si](Br)(C)C, predict the reaction product. The product is: [CH:1]1([N:4]2[C:13]3[C:8](=[CH:9][C:10]([F:54])=[C:11]([N:16]4[CH2:21][CH2:20][N:19]([CH2:22][CH2:23][C:24]([C:26]5[CH:27]=[CH:28][C:29]([O:32][CH2:33][CH2:34][CH2:35][CH:36]([P:37]([OH:42])([OH:39])=[O:38])[P:45]([OH:50])([OH:47])=[O:46])=[CH:30][CH:31]=5)=[O:25])[CH:18]([CH3:53])[CH2:17]4)[C:12]=3[O:14][CH3:15])[C:7](=[O:55])[C:6]([C:56]([OH:58])=[O:57])=[CH:5]2)[CH2:3][CH2:2]1. (3) Given the reactants [Br:1][C:2]1[C:14]2[C:13]3[C:8](=[CH:9][C:10]([C:15]([CH3:18])([CH3:17])[CH3:16])=[CH:11][CH:12]=3)[CH2:7][C:6]=2[CH:5]=[C:4]([C:19]([CH3:22])([CH3:21])[CH3:20])[CH:3]=1.I[CH2:24][CH2:25][CH2:26][CH2:27][CH2:28][CH2:29][CH2:30][CH3:31], predict the reaction product. The product is: [Br:1][C:2]1[C:14]2[C:13]3[C:8](=[CH:9][C:10]([C:15]([CH3:16])([CH3:18])[CH3:17])=[CH:11][CH:12]=3)[C:7]([CH2:13][CH2:14][CH2:2][CH2:3][CH2:4][CH2:5][CH2:6][CH3:7])([CH2:24][CH2:25][CH2:26][CH2:27][CH2:28][CH2:29][CH2:30][CH3:31])[C:6]=2[CH:5]=[C:4]([C:19]([CH3:22])([CH3:21])[CH3:20])[CH:3]=1. (4) Given the reactants [CH:1]1([NH:7][C:8](=[O:16])[NH:9][CH2:10][CH2:11][CH2:12][C:13]([OH:15])=O)[CH2:6][CH2:5][CH2:4][CH2:3][CH2:2]1.C(N=C=NCCCN(C)C)C.C[O:29][C:30](=[O:41])[C@H:31]([CH2:33][C:34]1[CH:39]=[CH:38][C:37]([OH:40])=[CH:36][CH:35]=1)[NH2:32].C(N(C(C)C)CC)(C)C.[OH-].[Na+].Cl, predict the reaction product. The product is: [CH:1]1([NH:7][C:8](=[O:16])[NH:9][CH2:10][CH2:11][CH2:12][C:13]([NH:32][CH:31]([CH2:33][C:34]2[CH:35]=[CH:36][C:37]([OH:40])=[CH:38][CH:39]=2)[C:30]([OH:41])=[O:29])=[O:15])[CH2:2][CH2:3][CH2:4][CH2:5][CH2:6]1. (5) Given the reactants [C:1]1([O:7][CH3:8])[CH:6]=[CH:5][CH:4]=[CH:3][CH:2]=1.[CH3:9][C:10]1[CH:11]=[C:12]([CH:16]=[CH:17][CH:18]=1)[C:13](Cl)=[O:14].C(=O)([O-])O.[Na+], predict the reaction product. The product is: [CH3:8][O:7][C:1]1[CH:6]=[CH:5][C:4]([C:13]([C:12]2[CH:16]=[CH:17][CH:18]=[C:10]([CH3:9])[CH:11]=2)=[O:14])=[CH:3][CH:2]=1. (6) Given the reactants [CH3:1][CH:2]([OH:5])[CH2:3][NH2:4].N1C=CN=C1.[Si:11](OS(C(F)(F)F)(=O)=O)([CH2:16][CH3:17])([CH2:14][CH3:15])[CH2:12][CH3:13].O, predict the reaction product. The product is: [CH2:12]([Si:11]([CH2:16][CH3:17])([CH2:14][CH3:15])[O:5][CH:2]([CH3:1])[CH2:3][NH2:4])[CH3:13]. (7) The product is: [N:13]1([C:2]2[CH:12]=[CH:11][C:5]([C:6]([O:8][CH2:9][CH3:10])=[O:7])=[CH:4][CH:3]=2)[CH2:19][CH2:18][CH2:17][NH:16][CH2:15][CH2:14]1. Given the reactants F[C:2]1[CH:12]=[CH:11][C:5]([C:6]([O:8][CH2:9][CH3:10])=[O:7])=[CH:4][CH:3]=1.[NH:13]1[CH2:19][CH2:18][CH2:17][NH:16][CH2:15][CH2:14]1, predict the reaction product. (8) Given the reactants F[C:2]1[CH:7]=[CH:6][C:5]([S:8]([CH3:11])(=[O:10])=[O:9])=[CH:4][CH:3]=1.[C@H:12]12[CH2:18][C@H:15]([NH:16][CH2:17]1)[CH2:14][NH:13]2.C([O-])([O-])=O.[K+].[K+], predict the reaction product. The product is: [CH3:11][S:8]([C:5]1[CH:6]=[CH:7][C:2]([N:13]2[CH2:14][C@@H:15]3[CH2:18][C@H:12]2[CH2:17][NH:16]3)=[CH:3][CH:4]=1)(=[O:10])=[O:9]. (9) Given the reactants [Br:1][C:2]1[CH:7]=[CH:6][C:5]([C:8]2[C:9](=O)[NH:10][C:11]3[C:19]=2[CH:18]=[C:17]2[C:13](=[C:14]([C:21]4[CH:26]=[CH:25][C:24]([Br:27])=[CH:23][CH:22]=4)[C:15](=[O:20])[NH:16]2)[CH:12]=3)=[CH:4][CH:3]=1.CN(C)C=O.[C:34](=[O:37])([O-])[O-].[K+].[K+].Br[CH2:41][CH:42]([CH2:49][CH2:50][CH2:51][CH2:52][CH2:53][CH2:54][CH2:55][CH3:56])[CH2:43][CH2:44][CH2:45][CH2:46][CH2:47][CH3:48], predict the reaction product. The product is: [Br:1][C:2]1[CH:3]=[CH:4][C:5]([C:8]2[C:34](=[O:37])[N:10]([CH2:9][CH:8]([CH2:5][CH2:4][CH2:3][CH2:2][CH2:7][CH3:6])[CH2:19][CH2:18][CH2:17][CH2:13][CH2:14][CH2:21][CH2:22][CH3:23])[C:11]3[C:19]=2[CH:18]=[C:17]2[C:13](=[C:14]([C:21]4[CH:22]=[CH:23][C:24]([Br:27])=[CH:25][CH:26]=4)[C:15](=[O:20])[N:16]2[CH2:41][CH:42]([CH2:43][CH2:44][CH2:45][CH2:46][CH2:47][CH3:48])[CH2:49][CH2:50][CH2:51][CH2:52][CH2:53][CH2:54][CH2:55][CH3:56])[CH:12]=3)=[CH:6][CH:7]=1.